This data is from Full USPTO retrosynthesis dataset with 1.9M reactions from patents (1976-2016). The task is: Predict the reactants needed to synthesize the given product. (1) Given the product [F:24][C:25]1[CH:30]=[C:29]([O:31][CH3:32])[CH:28]=[CH:27][C:26]=1[CH:33]([C:35]1[CH:40]=[CH:39][C:38]([O:41][CH3:42])=[CH:37][C:36]=1[CH3:43])[OH:34], predict the reactants needed to synthesize it. The reactants are: OC1C=CC(C2C3C=CC(O)=CC=3ON=2)=C(C)C=1.C([Li])CCC.[F:24][C:25]1[CH:30]=[C:29]([O:31][CH3:32])[CH:28]=[CH:27][C:26]=1[C:33]([C:35]1[CH:40]=[CH:39][C:38]([O:41][CH3:42])=[CH:37][C:36]=1[CH3:43])=[O:34].BrC1C=CC(OC)=CC=1C.FC1C=C(OC)C=CC=1C=O. (2) Given the product [CH3:1][C:2]1[CH:3]=[CH:4][C:5]([CH2:8][O:9][C:10]2[CH:11]=[CH:12][C:13]3[N:34]=[C:37]([C@@H:38]4[CH2:39][CH2:40][CH2:41][CH2:42][C@H:43]4[C:35]([OH:45])=[O:36])[N:16]([CH2:17][C:18]4[CH:23]=[CH:22][C:21]([C:24]5[CH:29]=[CH:28][C:27]([C:30]([F:33])([F:31])[F:32])=[CH:26][CH:25]=5)=[CH:20][CH:19]=4)[C:14]=3[CH:15]=2)=[N:6][CH:7]=1, predict the reactants needed to synthesize it. The reactants are: [CH3:1][C:2]1[CH:3]=[CH:4][C:5]([CH2:8][O:9][C:10]2[CH:15]=[C:14]([NH:16][CH2:17][C:18]3[CH:23]=[CH:22][C:21]([C:24]4[CH:29]=[CH:28][C:27]([C:30]([F:33])([F:32])[F:31])=[CH:26][CH:25]=4)=[CH:20][CH:19]=3)[C:13]([NH2:34])=[CH:12][CH:11]=2)=[N:6][CH:7]=1.[C:35]1(=[O:45])[C@H:43]2[C@@H:38]([CH2:39][CH2:40][CH2:41][CH2:42]2)[C:37](=O)[O:36]1. (3) Given the product [C:1]1([C:7]23[CH2:16][CH:11]4[CH2:12][CH:13]([CH2:15][C:9]([NH:54][C:57](=[O:27])[O:51][CH2:44][C:45]5[CH:50]=[CH:49][CH:48]=[CH:47][CH:46]=5)([CH2:10]4)[CH2:8]2)[CH2:14]3)[CH:6]=[CH:5][CH:4]=[CH:3][CH:2]=1, predict the reactants needed to synthesize it. The reactants are: [C:1]1([C:7]23[CH2:16][CH:11]4[CH2:12][CH:13]([CH2:15][C:9](C(O)=O)([CH2:10]4)[CH2:8]2)[CH2:14]3)[CH:6]=[CH:5][CH:4]=[CH:3][CH:2]=1.C1(P(N=[N+]=[N-])(C2C=CC=CC=2)=[O:27])C=CC=CC=1.C1(C)C=CC=CC=1.[CH2:44]([OH:51])[C:45]1[CH:50]=[CH:49][CH:48]=[CH:47][CH:46]=1.CC[N:54]([CH2:57]C)CC. (4) The reactants are: [Cl:1][C:2]1[CH:21]=[CH:20][C:5]([CH2:6][N:7]2[C:15]3[C:10](=[CH:11][C:12]([N+:16]([O-])=O)=[CH:13][CH:14]=3)[C:9](=[O:19])[NH:8]2)=[CH:4][CH:3]=1.Cl.Cl[Sn]Cl.C(=O)(O)[O-].[Na+]. Given the product [NH2:16][C:12]1[CH:11]=[C:10]2[C:15](=[CH:14][CH:13]=1)[N:7]([CH2:6][C:5]1[CH:20]=[CH:21][C:2]([Cl:1])=[CH:3][CH:4]=1)[NH:8][C:9]2=[O:19], predict the reactants needed to synthesize it. (5) Given the product [C:11]([O:14][C:15]1[CH:21]=[CH:20][CH:19]=[C:17]([O:18][Si:25]([CH:29]([CH3:31])[CH3:30])([CH:26]([CH3:28])[CH3:27])[CH:22]([CH3:24])[CH3:23])[CH:16]=1)(=[O:13])[CH3:12], predict the reactants needed to synthesize it. The reactants are: C[Si]([N-][Si](C)(C)C)(C)C.[Li+].[C:11]([O:14][C:15]1[CH:21]=[CH:20][CH:19]=[C:17]([OH:18])[CH:16]=1)(=[O:13])[CH3:12].[CH:22]([Si:25](Cl)([CH:29]([CH3:31])[CH3:30])[CH:26]([CH3:28])[CH3:27])([CH3:24])[CH3:23]. (6) Given the product [CH:1]1([N:7]2[CH2:8][CH:9]([CH2:13][OH:14])[CH2:10][C:11]2=[O:12])[CH2:6][CH2:5][CH2:4][CH2:3][CH2:2]1, predict the reactants needed to synthesize it. The reactants are: [CH:1]1([N:7]2[C:11](=[O:12])[CH2:10][CH:9]([C:13](OC)=[O:14])[CH2:8]2)[CH2:6][CH2:5][CH2:4][CH2:3][CH2:2]1.C(O)C.[BH4-].[Na+]. (7) The reactants are: [CH2:1](ONC1C=CC=CC=1)[CH2:2][CH2:3][CH2:4][CH2:5][CH2:6][CH2:7][CH2:8]CC.Cl[C:20]1[C:29]2[C:24](=[CH:25][CH:26]=[CH:27][CH:28]=2)[C:23]([CH2:30][C:31]2[CH:36]=[CH:35][N:34]=[CH:33][CH:32]=2)=[N:22][N:21]=1.Cl.O1[CH2:43][CH2:42][O:41][CH2:40][CH2:39]1. Given the product [CH2:40]([O:41][C:42]1[CH:43]=[C:20]([CH:29]=[CH:28][CH:27]=1)[NH:21][C:20]1[C:29]2[C:24](=[CH:25][CH:26]=[CH:27][CH:28]=2)[C:23]([CH2:30][C:31]2[CH:36]=[CH:35][N:34]=[CH:33][CH:32]=2)=[N:22][N:21]=1)[CH2:39][CH2:8][CH2:7][CH2:6][CH2:5][CH2:4][CH2:3][CH2:2][CH3:1], predict the reactants needed to synthesize it.